Dataset: Forward reaction prediction with 1.9M reactions from USPTO patents (1976-2016). Task: Predict the product of the given reaction. (1) Given the reactants [NH:1]([C:3]1[N:8]=[N:7][CH:6]=[C:5]([NH:9][CH2:10][C@@H:11]2[CH2:13][C@H:12]2[C:14]2[CH:19]=[CH:18][CH:17]=[CH:16][C:15]=2[O:20][CH3:21])[C:4]=1[C:22]([F:25])([F:24])[F:23])[NH2:2].C(=O)(O)[O-].[Na+].[F:31][C:32]([F:38])([F:37])[CH2:33][C:34](Cl)=[O:35], predict the reaction product. The product is: [F:31][C:32]([F:38])([F:37])[CH2:33][C:34]([NH:2][NH:1][C:3]1[N:8]=[N:7][CH:6]=[C:5]([NH:9][CH2:10][C@@H:11]2[CH2:13][C@H:12]2[C:14]2[CH:19]=[CH:18][CH:17]=[CH:16][C:15]=2[O:20][CH3:21])[C:4]=1[C:22]([F:25])([F:24])[F:23])=[O:35]. (2) Given the reactants [Cl:1][C:2]1[N:7]=[CH:6][C:5]([CH:8]([OH:24])[CH:9]([CH2:13][C:14]2[CH:19]=[CH:18][C:17]([C:20]([F:23])([F:22])[F:21])=[CH:16][CH:15]=2)C(O)=O)=[CH:4][CH:3]=1.C1(P(N=[N+]=[N-])(C2C=CC=CC=2)=O)C=CC=CC=1.C([N:44]([CH2:47]C)CC)C.[OH2:49], predict the reaction product. The product is: [Cl:1][C:2]1[N:7]=[CH:6][C:5]([CH:8]2[O:24][C:47](=[O:49])[NH:44][CH:9]2[CH2:13][C:14]2[CH:15]=[CH:16][C:17]([C:20]([F:21])([F:22])[F:23])=[CH:18][CH:19]=2)=[CH:4][CH:3]=1.